From a dataset of Reaction yield outcomes from USPTO patents with 853,638 reactions. Predict the reaction yield, written as a fraction of the theoretical maximum amount of product (1.0 means a 100% yield; for example, 0.34 means a 34% yield). (1) The yield is 1.00. The catalyst is O1CCOCC1. The product is [ClH:17].[NH2:4][CH2:3][C:2]([N:12]1[CH2:16][CH2:15][CH2:14][CH2:13]1)=[O:1]. The reactants are [O:1]=[C:2]([N:12]1[CH2:16][CH2:15][CH2:14][CH2:13]1)[CH2:3][NH:4]C(=O)OC(C)(C)C.[ClH:17].O1CCOCC1. (2) The catalyst is C1(C)C=CC=CC=1.CCOCC.C1C=CC(/C=C/C(/C=C/C2C=CC=CC=2)=O)=CC=1.C1C=CC(/C=C/C(/C=C/C2C=CC=CC=2)=O)=CC=1.C1C=CC(/C=C/C(/C=C/C2C=CC=CC=2)=O)=CC=1.[Pd].[Pd].C1C=CC(P(C2C(C3C(P(C4C=CC=CC=4)C4C=CC=CC=4)=CC=C4C=3C=CC=C4)=C3C(C=CC=C3)=CC=2)C2C=CC=CC=2)=CC=1. The yield is 0.890. The reactants are Cl[C:2]1[C:7]2[CH:8]=[CH:9][O:10][C:6]=2[CH:5]=[CH:4][N:3]=1.CC(C)([O-])C.[Na+].C(=[NH:30])(C1C=CC=CC=1)C1C=CC=CC=1.NO. The product is [O:10]1[C:6]2[CH:5]=[CH:4][N:3]=[C:2]([NH2:30])[C:7]=2[CH:8]=[CH:9]1. (3) The reactants are [N:1]1(C([O-])=O)[CH2:6][CH2:5][CH2:4][CH2:3][CH2:2]1.C(Cl)([Cl:12])=O.C1(C)C=CC=CC=1.C(OCC)(=O)C.FC1C=CC=CC=1[NH2:30].COC(OC)C[NH:39][CH:40]1[CH2:45][CH2:44][N:43]([C:46]([O:48]C(C)(C)C)=O)CC1.C(=O)(O)[O-].[Na+]. The catalyst is ClCCl. The product is [ClH:12].[O:48]=[C:46]1[NH:30][C:45]([C:40]#[N:39])=[CH:44][N:43]1[CH:4]1[CH2:3][CH2:2][NH:1][CH2:6][CH2:5]1. The yield is 0.530.